Dataset: NCI-60 drug combinations with 297,098 pairs across 59 cell lines. Task: Regression. Given two drug SMILES strings and cell line genomic features, predict the synergy score measuring deviation from expected non-interaction effect. Drug 2: CC1=C(C(=CC=C1)Cl)NC(=O)C2=CN=C(S2)NC3=CC(=NC(=N3)C)N4CCN(CC4)CCO. Drug 1: COC1=CC(=CC(=C1O)OC)C2C3C(COC3=O)C(C4=CC5=C(C=C24)OCO5)OC6C(C(C7C(O6)COC(O7)C8=CC=CS8)O)O. Cell line: U251. Synergy scores: CSS=44.5, Synergy_ZIP=0.771, Synergy_Bliss=2.18, Synergy_Loewe=-2.33, Synergy_HSA=3.28.